This data is from NCI-60 drug combinations with 297,098 pairs across 59 cell lines. The task is: Regression. Given two drug SMILES strings and cell line genomic features, predict the synergy score measuring deviation from expected non-interaction effect. (1) Drug 1: CC1OCC2C(O1)C(C(C(O2)OC3C4COC(=O)C4C(C5=CC6=C(C=C35)OCO6)C7=CC(=C(C(=C7)OC)O)OC)O)O. Drug 2: C1=C(C(=O)NC(=O)N1)F. Cell line: U251. Synergy scores: CSS=67.2, Synergy_ZIP=-4.20, Synergy_Bliss=-5.99, Synergy_Loewe=-2.28, Synergy_HSA=1.04. (2) Drug 1: CS(=O)(=O)OCCCCOS(=O)(=O)C. Drug 2: C1CC(=O)NC(=O)C1N2C(=O)C3=CC=CC=C3C2=O. Cell line: SNB-19. Synergy scores: CSS=-4.16, Synergy_ZIP=1.30, Synergy_Bliss=-3.06, Synergy_Loewe=-2.53, Synergy_HSA=-6.18. (3) Drug 1: CCN(CC)CCNC(=O)C1=C(NC(=C1C)C=C2C3=C(C=CC(=C3)F)NC2=O)C. Drug 2: CN(CCCl)CCCl.Cl. Cell line: OVCAR-5. Synergy scores: CSS=3.24, Synergy_ZIP=-0.406, Synergy_Bliss=2.11, Synergy_Loewe=-0.810, Synergy_HSA=0.698. (4) Drug 1: CC1=C2C(C(=O)C3(C(CC4C(C3C(C(C2(C)C)(CC1OC(=O)C(C(C5=CC=CC=C5)NC(=O)OC(C)(C)C)O)O)OC(=O)C6=CC=CC=C6)(CO4)OC(=O)C)OC)C)OC. Drug 2: C(CN)CNCCSP(=O)(O)O. Cell line: MDA-MB-231. Synergy scores: CSS=27.0, Synergy_ZIP=-3.46, Synergy_Bliss=-8.15, Synergy_Loewe=-32.2, Synergy_HSA=-8.62.